The task is: Predict the reactants needed to synthesize the given product.. This data is from Full USPTO retrosynthesis dataset with 1.9M reactions from patents (1976-2016). (1) Given the product [CH2:15]1[C:16]2[C:12](=[CH:11][C:10]([N:9]3[C:8]([OH:23])=[N:26][N:25]=[C:16]3[C:12]3[CH:11]=[C:31]([CH:18]([CH3:17])[CH3:10])[C:32]([OH:27])=[CH:14][C:13]=3[OH:24])=[CH:18][CH:17]=2)[CH2:13][C:14]21[O:19][CH2:20][CH2:21][O:22]2, predict the reactants needed to synthesize it. The reactants are: C1(O[C:8](=[O:23])[NH:9][C:10]2[CH:11]=[C:12]3[C:16](=[CH:17][CH:18]=2)[CH2:15][C:14]2([O:22][CH2:21][CH2:20][O:19]2)[CH2:13]3)C=CC=CC=1.[OH2:24].[NH2:25][NH2:26].[O:27]1[CH2:32][CH2:31]OCC1. (2) Given the product [ClH:1].[ClH:1].[ClH:1].[NH2:44][C@@H:45]([CH2:46][CH2:47][CH2:48][NH:49][C:50]([NH2:59])=[NH:51])[C:67]([O:36][C@H:27]1[C@H:28]([NH:31][C:32]([O:33][CH3:34])=[O:35])[CH2:29][CH2:30][N:25]([C:3]2[CH:4]=[C:5]([C:23]#[N:24])[CH:6]=[C:7]([NH:8][C:9]3[N:14]=[C:13]([NH:15][CH2:16][CH3:17])[C:12]4=[N:18][CH:19]=[C:20]([C:21]#[N:22])[N:11]4[N:10]=3)[C:2]=2[Cl:1])[CH2:26]1)=[O:68], predict the reactants needed to synthesize it. The reactants are: [Cl:1][C:2]1[C:7]([NH:8][C:9]2[N:14]=[C:13]([NH:15][CH2:16][CH3:17])[C:12]3=[N:18][CH:19]=[C:20]([C:21]#[N:22])[N:11]3[N:10]=2)=[CH:6][C:5]([C:23]#[N:24])=[CH:4][C:3]=1[N:25]1[CH2:30][CH2:29][C@@H:28]([NH:31][C:32](=[O:35])[O:33][CH3:34])[C@H:27]([OH:36])[CH2:26]1.CC(OC([NH:44][C@H:45]([C:67](O)=[O:68])[CH2:46][CH2:47][CH2:48][N:49]=[C:50]([NH:59]C(OC(C)(C)C)=O)[NH:51]C(OC(C)(C)C)=O)=O)(C)C.C1CCC(N=C=NC2CCCCC2)CC1. (3) Given the product [CH3:1][C:2]1[CH:7]=[C:6]([CH3:8])[CH:5]=[CH:4][C:3]=1[CH:9]([C:13]1[CH:18]=[CH:17][CH:16]=[CH:15][CH:14]=1)[C:10]([NH:33][CH2:34][C:35]1[CH:40]=[CH:39][C:38]([OH:41])=[CH:37][CH:36]=1)=[O:12], predict the reactants needed to synthesize it. The reactants are: [CH3:1][C:2]1[CH:7]=[C:6]([CH3:8])[CH:5]=[CH:4][C:3]=1[CH:9]([C:13]1[CH:18]=[CH:17][CH:16]=[CH:15][CH:14]=1)[C:10]([OH:12])=O.C(Cl)CCl.C1C=CC2N(O)N=NC=2C=1.[NH2:33][CH2:34][C:35]1[CH:40]=[CH:39][C:38]([OH:41])=[CH:37][CH:36]=1. (4) Given the product [CH:27]1([CH:30]=[C:23]([C:22]([N:18]2[CH2:19][CH2:20][CH2:21][CH:16]([NH:15][C:3]3[C:2]([F:1])=[CH:7][N:6]=[C:5]([NH:8][C:9]4[CH:10]=[CH:11][CH:12]=[CH:13][CH:14]=4)[N:4]=3)[CH2:17]2)=[O:26])[C:24]#[N:25])[CH2:29][CH2:28]1, predict the reactants needed to synthesize it. The reactants are: [F:1][C:2]1[C:3]([NH:15][CH:16]2[CH2:21][CH2:20][CH2:19][N:18]([C:22](=[O:26])[CH2:23][C:24]#[N:25])[CH2:17]2)=[N:4][C:5]([NH:8][C:9]2[CH:14]=[CH:13][CH:12]=[CH:11][CH:10]=2)=[N:6][CH:7]=1.[CH:27]1([CH:30]=O)[CH2:29][CH2:28]1.C(O)(=O)C.N1CCCCC1. (5) Given the product [NH:16]1[C:24]2[C:19](=[CH:20][CH:21]=[CH:22][CH:23]=2)[C:18](/[CH:25]=[CH:26]/[C:27]2[CH:32]=[CH:31][C:30]([C:33]([N:35]3[CH2:36][CH2:37][N:38]([C:10]([C@@H:9]4[CH2:13][CH2:14][CH2:15][NH:8]4)=[O:12])[CH2:39][CH2:40]3)=[O:34])=[CH:29][C:28]=2[NH:41][C:42]([C:44]2[S:45][CH:46]=[CH:47][C:48]=2[CH3:49])=[O:43])=[N:17]1, predict the reactants needed to synthesize it. The reactants are: C(OC([N:8]1[CH2:15][CH2:14][CH2:13][C@H:9]1[C:10]([OH:12])=O)=O)(C)(C)C.[NH:16]1[C:24]2[C:19](=[CH:20][CH:21]=[CH:22][CH:23]=2)[C:18](/[CH:25]=[CH:26]/[C:27]2[CH:32]=[CH:31][C:30]([C:33]([N:35]3[CH2:40][CH2:39][NH:38][CH2:37][CH2:36]3)=[O:34])=[CH:29][C:28]=2[NH:41][C:42]([C:44]2[S:45][CH:46]=[CH:47][C:48]=2[CH3:49])=[O:43])=[N:17]1.O.ON1C2C=CC=CC=2N=N1.C(Cl)CCl.